From a dataset of Reaction yield outcomes from USPTO patents with 853,638 reactions. Predict the reaction yield, written as a fraction of the theoretical maximum amount of product (1.0 means a 100% yield; for example, 0.34 means a 34% yield). (1) The reactants are [OH:1][CH:2]([C:33]([CH3:36])([CH3:35])[CH3:34])[CH2:3][N:4]1[C:9](=[O:10])[C:8]([CH2:11][C:12]2[CH:17]=[CH:16][C:15]([C:18]3[C:19]([C:24]#[N:25])=[CH:20][CH:21]=[CH:22][CH:23]=3)=[CH:14][CH:13]=2)=[C:7]([CH2:26][CH2:27][CH3:28])[N:6]2[N:29]=[C:30]([CH3:32])[N:31]=[C:5]12.[H-].[Na+].[CH3:39]N(C)C=O.CI. The catalyst is C(OCC)(=O)C. The product is [CH3:39][O:1][CH:2]([C:33]([CH3:35])([CH3:34])[CH3:36])[CH2:3][N:4]1[C:9](=[O:10])[C:8]([CH2:11][C:12]2[CH:13]=[CH:14][C:15]([C:18]3[C:19]([C:24]#[N:25])=[CH:20][CH:21]=[CH:22][CH:23]=3)=[CH:16][CH:17]=2)=[C:7]([CH2:26][CH2:27][CH3:28])[N:6]2[N:29]=[C:30]([CH3:32])[N:31]=[C:5]12. The yield is 0.720. (2) The reactants are [NH2:1][C:2]1[C:10]([Cl:11])=[CH:9][C:5]([C:6]([OH:8])=[O:7])=[C:4]([O:12][CH3:13])[CH:3]=1.[CH2:14](O)[CH3:15].[OH-].[Na+]. The catalyst is Cl. The product is [NH2:1][C:2]1[C:10]([Cl:11])=[CH:9][C:5]([C:6]([O:8][CH2:14][CH3:15])=[O:7])=[C:4]([O:12][CH3:13])[CH:3]=1. The yield is 0.780.